This data is from Antibody developability classification from SAbDab with 2,409 antibodies. The task is: Regression/Classification. Given an antibody's heavy chain and light chain sequences, predict its developability. TAP uses regression for 5 developability metrics; SAbDab uses binary classification. (1) The antibody is ['DVQLQESGPSLVKPSQTLSLTCSVTGDSITSDAWSWIRKFPGNRLEYMGYVSASGSTYYNPSLKSRISITRDTSKNQYYLDLNSVTTEDTATYYCANWDGDYWGQGTLVTVSA', 'PROT_5A288C7C']. Result: 0 (not developable). (2) The antibody is ['QVQLQESGPGLVKPSDTLSLTCAVSGYSITGGYSWHWIRQPPGKGLEWMGYIHYSGYTDFNPSLKTRITISRDTSKNQFSLKLSSVTAVDTAVYYCARKDPSDAFPYWGQGTLVTVSS', 'EIVLTQSPDFQSVTPKEKVTITCRASQSISDHLHWYQQKPDQSPKLLIKYASHAISGVPSRFSGSGSGTDFTLTINSLEAEDAATYYCQQGHSFPLTFGGGTKVEIK']. Result: 1 (developable). (3) The antibody is ['EVMLVESGGDLVKPGGSLKLPCAASGFTVSTYAMSWIRQTPEKRLEWVATISSGGSYTYYPDNVKGRFTISRDIAKNTLYLQMSSLRSEDTAMYYCARHPPTVVAGDAMDYWGQGTSVTVSS', 'DVLMTQTPLSLPVSLGDQASISCRSSQSLVHSDGNTYLEWYLQKPGQSPNLLIYKLSNRFSGVPDRFSGSGSGTDFTLKISRVEAEDLGVYYCFQGSHVPPTFGGGTKLEIK']. Result: 0 (not developable). (4) The antibody is ['QVQLVQSGAEVKKPGASVKVSCKASGYTFTGYYMHWVRQAPGQGLEWMGWINPNSGGTNYAQKFQGRVTMTRDTSISTAYMELSRLRSDDTAVYYCARDLTLMYVHSSGWERGVYYYYGMDVWGQGTTVTVSG', 'QSALTQPASVSGSPGQSITISCTGTSSDVGSYNLVSWYQQHPGKAPKLMIYEGSKRPSGVSNRFSGSKSGNTASLTISGLQAEDEADYYCCSYAGSVVFGGGTKLTVL']. Result: 0 (not developable).